Task: Regression/Classification. Given a drug SMILES string, predict its absorption, distribution, metabolism, or excretion properties. Task type varies by dataset: regression for continuous measurements (e.g., permeability, clearance, half-life) or binary classification for categorical outcomes (e.g., BBB penetration, CYP inhibition). Dataset: cyp3a4_veith.. Dataset: CYP3A4 inhibition data for predicting drug metabolism from PubChem BioAssay (1) The molecule is CC1(C)CC(=O)C2=C(C1)Oc1nc3ccccc3cc1C2C(C#N)C#N. The result is 1 (inhibitor). (2) The drug is Cc1cc(Nc2ccccc2)nc(N)n1. The result is 0 (non-inhibitor). (3) The molecule is C/C(=N/Nc1ccc2ccccc2n1)c1ccccc1O. The result is 1 (inhibitor). (4) The compound is N=C(N)S/C=C\C(=O)O. The result is 0 (non-inhibitor). (5) The molecule is O=C(CCCn1c(=S)[nH]c2cc3c(cc2c1=O)OCO3)N1CCN(c2ccccc2)CC1. The result is 1 (inhibitor). (6) The molecule is COc1ccc(-n2nc(C(=O)NCC(=O)Nc3ccccn3)c3ccccc3c2=O)cc1Cl. The result is 1 (inhibitor). (7) The drug is c1cncc(-c2nc(NCc3cccs3)c3ccccc3n2)c1. The result is 1 (inhibitor).